From a dataset of Buchwald-Hartwig C-N cross coupling reaction yields with 55,370 reactions. Predict the reaction yield, written as a fraction of the theoretical maximum amount of product (1.0 means a 100% yield; for example, 0.34 means a 34% yield). The reactants are Brc1ccccn1.Cc1ccc(N)cc1.O=S(=O)(O[Pd]1c2ccccc2-c2ccccc2N~1)C(F)(F)F.CC(C)c1cc(C(C)C)c(-c2ccccc2P(C(C)(C)C)C(C)(C)C)c(C(C)C)c1.CN(C)C(=NC(C)(C)C)N(C)C.CCOC(=O)c1cnoc1C. No catalyst specified. The product is Cc1ccc(Nc2ccccn2)cc1. The yield is 0.337.